Dataset: CYP1A2 inhibition data for predicting drug metabolism from PubChem BioAssay. Task: Regression/Classification. Given a drug SMILES string, predict its absorption, distribution, metabolism, or excretion properties. Task type varies by dataset: regression for continuous measurements (e.g., permeability, clearance, half-life) or binary classification for categorical outcomes (e.g., BBB penetration, CYP inhibition). Dataset: cyp1a2_veith. The molecule is CC(=O)c1cccc(NC(=O)CSCc2ccccc2)c1. The result is 1 (inhibitor).